This data is from Full USPTO retrosynthesis dataset with 1.9M reactions from patents (1976-2016). The task is: Predict the reactants needed to synthesize the given product. (1) The reactants are: C([C:5]1[CH:42]=[CH:41][C:8]([C:9]([N:11]([CH2:22][C:23]2[CH:28]=[CH:27][C:26]([C:29]#[C:30][C:31]3[CH:36]=[CH:35][C:34]([CH2:37][CH2:38][CH2:39][CH3:40])=[CH:33][CH:32]=3)=[CH:25][CH:24]=2)[C:12]2[CH:13]=[CH:14][C:15]([OH:21])=[C:16]([CH:20]=2)[C:17]([OH:19])=[O:18])=[O:10])=[CH:7][CH:6]=1)(C)(C)C.CNC[C@@H]([C@H]([C@@H]([C@@H](CO)O)O)O)O. Given the product [CH2:37]([C:34]1[CH:33]=[CH:32][C:31]([C:30]#[C:29][C:26]2[CH:27]=[CH:28][C:23]([CH2:22][N:11]([C:9]([CH:8]3[CH2:41][CH2:42][CH2:5][CH2:6][CH2:7]3)=[O:10])[C:12]3[CH:13]=[CH:14][C:15]([OH:21])=[C:16]([CH:20]=3)[C:17]([OH:19])=[O:18])=[CH:24][CH:25]=2)=[CH:36][CH:35]=1)[CH2:38][CH2:39][CH3:40], predict the reactants needed to synthesize it. (2) Given the product [C:30]([N:34]1[CH2:39][CH2:38][N:37]([CH:6]([C:8]2[CH:9]=[CH:10][C:11]3[O:12][CH2:13][CH2:14][N:15]4[CH:16]=[C:17]([C:22]5[N:26]([CH:27]([CH3:29])[CH3:28])[N:25]=[CH:24][N:23]=5)[N:18]=[C:19]4[C:20]=3[CH:21]=2)[CH3:7])[CH2:36][CH2:35]1)([CH3:33])([CH3:32])[CH3:31], predict the reactants needed to synthesize it. The reactants are: CS(O[CH:6]([C:8]1[CH:21]=[C:20]2[C:11]([O:12][CH2:13][CH2:14][N:15]3[C:19]2=[N:18][C:17]([C:22]2[N:26]([CH:27]([CH3:29])[CH3:28])[N:25]=[CH:24][N:23]=2)=[CH:16]3)=[CH:10][CH:9]=1)[CH3:7])(=O)=O.[C:30]([N:34]1[CH2:39][CH2:38][NH:37][CH2:36][CH2:35]1)([CH3:33])([CH3:32])[CH3:31].